From a dataset of Reaction yield outcomes from USPTO patents with 853,638 reactions. Predict the reaction yield, written as a fraction of the theoretical maximum amount of product (1.0 means a 100% yield; for example, 0.34 means a 34% yield). (1) The reactants are [CH3:1][O:2][C:3]1[CH:4]=[C:5]2[C:10](=[CH:11][CH:12]=1)[N:9]=[C:8]([C:13]1[CH:14]=[N:15][CH:16]=[CH:17][CH:18]=1)[NH:7][C:6]2=O.P(Br)(Br)[Br:21].ClCCl.CN(C=O)C. The catalyst is ClCCl. The product is [Br:21][C:6]1[C:5]2[C:10](=[CH:11][CH:12]=[C:3]([O:2][CH3:1])[CH:4]=2)[N:9]=[C:8]([C:13]2[CH:14]=[N:15][CH:16]=[CH:17][CH:18]=2)[N:7]=1. The yield is 0.640. (2) The reactants are [Cl:1][C:2]1[CH:6]=[N:5][N:4]([CH3:7])[C:3]=1[C:8]1[CH:9]=[C:10]([NH2:16])[CH:11]=[CH:12][C:13]=1[O:14][CH3:15].[C:17]([C:20]1[CH:21]=[C:22]([N:26]=[C:27]=[O:28])[CH:23]=[CH:24][CH:25]=1)(=[O:19])[CH3:18]. No catalyst specified. The product is [C:17]([C:20]1[CH:21]=[C:22]([NH:26][C:27]([NH:16][C:10]2[CH:11]=[CH:12][C:13]([O:14][CH3:15])=[C:8]([C:3]3[N:4]([CH3:7])[N:5]=[CH:6][C:2]=3[Cl:1])[CH:9]=2)=[O:28])[CH:23]=[CH:24][CH:25]=1)(=[O:19])[CH3:18]. The yield is 0.0600. (3) The reactants are [C:1]([O:5][C:6]([N:8]1[CH2:13][CH2:12][C:11]2[N:14]([CH:25]3[CH2:27][O:26]3)[N:15]=[C:16]([C:17]3[CH:22]=[CH:21][C:20]([Cl:23])=[C:19]([CH3:24])[CH:18]=3)[C:10]=2[CH:9]1C)=[O:7])([CH3:4])([CH3:3])[CH3:2].[C:29]([C:31]1[CH:36]=[CH:35][CH:34]=[CH:33][C:32]=1[N:37]1[CH2:42][CH2:41][NH:40][CH2:39][CH2:38]1)#[N:30].[CH3:43]CO. The catalyst is C(N(CC)CC)C. The product is [C:1]([O:5][C:6]([N:8]1[CH2:13][CH2:12][C:11]2[N:14]([CH2:25][CH:27]([OH:26])[CH2:43][N:40]3[CH2:41][CH2:42][N:37]([C:32]4[CH:33]=[CH:34][CH:35]=[CH:36][C:31]=4[C:29]#[N:30])[CH2:38][CH2:39]3)[N:15]=[C:16]([C:17]3[CH:22]=[CH:21][C:20]([Cl:23])=[C:19]([CH3:24])[CH:18]=3)[C:10]=2[CH2:9]1)=[O:7])([CH3:3])([CH3:4])[CH3:2]. The yield is 0.830. (4) The reactants are [CH2:1]([N:3]1[C:11]2[C:6](=[CH:7][CH:8]=[C:9]([C:12]([F:15])([F:14])[F:13])[CH:10]=2)[C:5]([C:16]#[N:17])=[CH:4]1)[CH3:2].[Li+].CC([N-]C(C)C)C.[Cl:26]C(Cl)(Cl)C(Cl)(Cl)Cl. The catalyst is C1COCC1. The product is [Cl:26][C:4]1[N:3]([CH2:1][CH3:2])[C:11]2[C:6]([C:5]=1[C:16]#[N:17])=[CH:7][CH:8]=[C:9]([C:12]([F:13])([F:15])[F:14])[CH:10]=2. The yield is 0.640.